From a dataset of Experimentally validated miRNA-target interactions with 360,000+ pairs, plus equal number of negative samples. Binary Classification. Given a miRNA mature sequence and a target amino acid sequence, predict their likelihood of interaction. The miRNA is ath-miR172b-3p with sequence AGAAUCUUGAUGAUGCUGCAU. The protein sequence of the target gene is MALEGMSKRKRKRSVQEGENPDDGVRGSPPEDYRLGQVASSLFRGEHHSRGGTGRLASLFSSLEPQIQPVYVPVPKQTIKKTKRNEEEESTSQIERPLSQEPAKKVKAKKKHTNAEKKLADRESALASADLEEEIHQKQGQKRKNSQPGVKVADRKILDDTEDTVVSQRKKIQINQEEERLKNERTVFVGNLPVTCNKKKLKSFFKEYGQIESVRFRSLIPAEGTLSKKLAAIKRKIHPDQKNINAYVVFKEESAATQALKRNGAQIADGFRIRVDLASETSSRDKRSVFVGNLPYKVEE.... Result: 0 (no interaction).